Predict the reactants needed to synthesize the given product. From a dataset of Full USPTO retrosynthesis dataset with 1.9M reactions from patents (1976-2016). The reactants are: C([O:4][C:5]1[CH:10]=[C:9]([C:11]#[N:12])[C:8](Br)=[C:7]([C:14]#[N:15])[C:6]=1[O:16]C(=O)C)(=O)C.[CH2:20]([Sn](CCCC)(CCCC)C#CC)[CH2:21][CH2:22]C. Given the product [OH:16][C:6]1[C:5]([OH:4])=[CH:10][C:9]([C:11]#[N:12])=[C:8]([C:20]#[C:21][CH3:22])[C:7]=1[C:14]#[N:15], predict the reactants needed to synthesize it.